From a dataset of Full USPTO retrosynthesis dataset with 1.9M reactions from patents (1976-2016). Predict the reactants needed to synthesize the given product. Given the product [Cl:1][C:2]1[CH:3]=[C:4]([C:5]2[O:6][N:14]=[C:13]([N:15]3[CH2:16][CH2:17][N:18]([C:21]4[CH:22]=[CH:23][C:24]5[N:25]([C:27]([C:30]([F:33])([F:32])[F:31])=[N:28][N:29]=5)[N:26]=4)[CH2:19][CH2:20]3)[N:12]=2)[CH:8]=[CH:9][CH:10]=1, predict the reactants needed to synthesize it. The reactants are: [Cl:1][C:2]1[CH:3]=[C:4]([CH:8]=[CH:9][CH:10]=1)[C:5](Cl)=[O:6].O[NH:12][C:13]([N:15]1[CH2:20][CH2:19][N:18]([C:21]2[CH:22]=[CH:23][C:24]3[N:25]([C:27]([C:30]([F:33])([F:32])[F:31])=[N:28][N:29]=3)[N:26]=2)[CH2:17][CH2:16]1)=[NH:14].CCN(C(C)C)C(C)C.